Predict the reaction yield, written as a fraction of the theoretical maximum amount of product (1.0 means a 100% yield; for example, 0.34 means a 34% yield). From a dataset of Reaction yield outcomes from USPTO patents with 853,638 reactions. (1) The reactants are O1CCCC1.[CH3:6][CH2:7][CH:8]([OH:11])[CH2:9][CH3:10].[H-].[Na+].[Br:14][C:15]1[N:32]([CH2:33][O:34][CH2:35][CH2:36][Si:37]([CH3:40])([CH3:39])[CH3:38])[C:18]2[CH:19]=[N:20][N:21]([CH2:24][O:25][CH2:26][CH2:27][Si:28]([CH3:31])([CH3:30])[CH3:29])[C:22](=[O:23])[C:17]=2[C:16]=1[CH2:41]Br. The catalyst is O. The product is [Br:14][C:15]1[N:32]([CH2:33][O:34][CH2:35][CH2:36][Si:37]([CH3:40])([CH3:39])[CH3:38])[C:18]2[CH:19]=[N:20][N:21]([CH2:24][O:25][CH2:26][CH2:27][Si:28]([CH3:31])([CH3:30])[CH3:29])[C:22](=[O:23])[C:17]=2[C:16]=1[CH2:41][O:11][CH:8]([CH2:9][CH3:10])[CH2:7][CH3:6]. The yield is 0.650. (2) The reactants are [CH3:1][S:2]([C:5]1[CH:6]=[C:7]2[C:12](=[CH:13][CH:14]=1)[N:11]=[CH:10][CH:9]=[C:8]2O)(=[O:4])=[O:3].P(Cl)(Cl)([Cl:18])=O. No catalyst specified. The yield is 0.920. The product is [Cl:18][C:8]1[C:7]2[C:12](=[CH:13][CH:14]=[C:5]([S:2]([CH3:1])(=[O:4])=[O:3])[CH:6]=2)[N:11]=[CH:10][CH:9]=1. (3) The reactants are [Cl:1][C:2]1[C:10]([C:11]([C:13]2[C:18]([NH:19][S:20]([C:23]3[CH:28]=[CH:27][C:26]([Cl:29])=[C:25]([C:30]([F:33])([F:32])[F:31])[CH:24]=3)(=[O:22])=[O:21])=[CH:17][C:16]([Cl:34])=[CH:15][N:14]=2)=[O:12])=[CH:9][CH:8]=[CH:7][C:3]=1[C:4]([OH:6])=O.[CH3:35][N:36](C(ON1N=NC2C=CC=NC1=2)=[N+](C)C)[CH3:37].F[P-](F)(F)(F)(F)F.N(C)C.C1COCC1.CCN(C(C)C)C(C)C. The catalyst is CCOC(C)=O.CN(C=O)C. The product is [Cl:1][C:2]1[C:10]([C:11]([C:13]2[C:18]([NH:19][S:20]([C:23]3[CH:28]=[CH:27][C:26]([Cl:29])=[C:25]([C:30]([F:33])([F:32])[F:31])[CH:24]=3)(=[O:22])=[O:21])=[CH:17][C:16]([Cl:34])=[CH:15][N:14]=2)=[O:12])=[CH:9][CH:8]=[CH:7][C:3]=1[C:4]([N:36]([CH3:37])[CH3:35])=[O:6]. The yield is 0.220. (4) The reactants are [CH3:1][O:2][C:3]1[CH:8]=[CH:7][C:6]([C:9](=O)[CH3:10])=[CH:5][CH:4]=1.[NH2:12][C:13]([NH2:15])=[S:14]. No catalyst specified. The product is [NH2:15][C:13]1[S:14][CH:10]=[C:9]([C:6]2[CH:7]=[CH:8][C:3]([O:2][CH3:1])=[CH:4][CH:5]=2)[N:12]=1. The yield is 0.852. (5) No catalyst specified. The reactants are [NH2:1][C:2]1[CH:9]=[CH:8][C:5]([C:6]#[N:7])=[C:4]([S:10]([C:13]([F:16])([F:15])[F:14])(=[O:12])=[O:11])[CH:3]=1.[C:17](Cl)(Cl)=[S:18].C(N(CC)CC)C.C1C=CC=CC=1. The product is [N:1]([C:2]1[CH:9]=[CH:8][C:5]([C:6]#[N:7])=[C:4]([S:10]([C:13]([F:16])([F:14])[F:15])(=[O:12])=[O:11])[CH:3]=1)=[C:17]=[S:18]. The yield is 0.670. (6) The reactants are [OH:1][C:2]1[C:3]([NH2:8])=[N:4][CH:5]=[CH:6][CH:7]=1.[OH-].[K+].[C:11](=S)=[S:12]. The catalyst is CCO. The product is [O:1]1[C:2]2[C:3](=[N:4][CH:5]=[CH:6][CH:7]=2)[NH:8][C:11]1=[S:12]. The yield is 0.910. (7) The reactants are [Br:1][C:2]1[CH:3]=[C:4]([C:9]([OH:11])=[O:10])[S:5][C:6]=1[CH2:7][CH3:8].S(=O)(=O)(O)O.O.[CH3:18]O. No catalyst specified. The product is [Br:1][C:2]1[CH:3]=[C:4]([C:9]([O:11][CH3:18])=[O:10])[S:5][C:6]=1[CH2:7][CH3:8]. The yield is 1.00.